Task: Regression. Given a peptide amino acid sequence and an MHC pseudo amino acid sequence, predict their binding affinity value. This is MHC class I binding data.. Dataset: Peptide-MHC class I binding affinity with 185,985 pairs from IEDB/IMGT (1) The peptide sequence is ALVLLILMTA. The MHC is HLA-A02:03 with pseudo-sequence HLA-A02:03. The binding affinity (normalized) is 0.637. (2) The peptide sequence is YFTFDLTAL. The binding affinity (normalized) is 0.0847. The MHC is HLA-B51:01 with pseudo-sequence HLA-B51:01. (3) The peptide sequence is YLDMVLAFL. The MHC is HLA-B08:01 with pseudo-sequence HLA-B08:01. The binding affinity (normalized) is 0.0847. (4) The peptide sequence is IEVFRSNGL. The MHC is Mamu-A11 with pseudo-sequence Mamu-A11. The binding affinity (normalized) is 0.750. (5) The peptide sequence is WPAGRLVEA. The MHC is HLA-B15:01 with pseudo-sequence HLA-B15:01. The binding affinity (normalized) is 0.0847. (6) The peptide sequence is PSGDLRQRLL. The MHC is Mamu-A01 with pseudo-sequence Mamu-A01. The binding affinity (normalized) is 0. (7) The binding affinity (normalized) is 0.143. The peptide sequence is EDAMPGVLSY. The MHC is HLA-A01:01 with pseudo-sequence HLA-A01:01.